This data is from Forward reaction prediction with 1.9M reactions from USPTO patents (1976-2016). The task is: Predict the product of the given reaction. (1) Given the reactants [CH3:1][O:2][C:3](=[O:13])[C:4]1[CH:9]=[CH:8][C:7]([NH:10][CH3:11])=[C:6]([NH2:12])[CH:5]=1.[NH2:14][C:15]1[S:16][C:17]2[CH:23]=[CH:22][C:21]([F:24])=[CH:20][C:18]=2[N:19]=1.[C:25](N1C=CN=C1)(N1C=CN=C1)=S, predict the reaction product. The product is: [CH3:1][O:2][C:3]([C:4]1[CH:9]=[CH:8][C:7]2[N:10]([CH3:25])[C:11]([NH:14][C:15]3[S:16][C:17]4[CH:23]=[CH:22][C:21]([F:24])=[CH:20][C:18]=4[N:19]=3)=[N:12][C:6]=2[CH:5]=1)=[O:13]. (2) The product is: [C:19]1([S:25]([N:15]2[C:16]3[C:12](=[CH:11][C:10]([C:6]4[CH:7]=[CH:8][CH:9]=[C:4]([Cl:3])[CH:5]=4)=[CH:18][CH:17]=3)[CH:13]=[CH:14]2)(=[O:27])=[O:26])[CH:24]=[CH:23][CH:22]=[CH:21][CH:20]=1. Given the reactants [H-].[Na+].[Cl:3][C:4]1[CH:5]=[C:6]([C:10]2[CH:11]=[C:12]3[C:16](=[CH:17][CH:18]=2)[NH:15][CH:14]=[CH:13]3)[CH:7]=[CH:8][CH:9]=1.[C:19]1([S:25](Cl)(=[O:27])=[O:26])[CH:24]=[CH:23][CH:22]=[CH:21][CH:20]=1.O, predict the reaction product.